This data is from Peptide-MHC class I binding affinity with 185,985 pairs from IEDB/IMGT. The task is: Regression. Given a peptide amino acid sequence and an MHC pseudo amino acid sequence, predict their binding affinity value. This is MHC class I binding data. The peptide sequence is KFKPRFAGV. The MHC is HLA-A02:11 with pseudo-sequence HLA-A02:11. The binding affinity (normalized) is 0.0847.